Dataset: Full USPTO retrosynthesis dataset with 1.9M reactions from patents (1976-2016). Task: Predict the reactants needed to synthesize the given product. (1) The reactants are: [C:1]([C:3]1[CH:8]=[CH:7][C:6](C2OC(C3N=C4C=CC(C#N)=CN4C=3)=CC=2)=[CH:5][CH:4]=1)#[N:2].Br[C:26]1[CH:27]=[CH:28][C:29]2[N:30]([CH:32]=[C:33]([C:35]3[CH:42]=[CH:41][C:38]([C:39]#[N:40])=[CH:37][CH:36]=3)[N:34]=2)[CH:31]=1. Given the product [C:39]([C:38]1[CH:41]=[CH:42][C:35]([C:33]2[N:34]=[C:29]3[CH:28]=[CH:27][C:26]([C:6]4[CH:7]=[CH:8][C:3]([C:1]#[N:2])=[CH:4][CH:5]=4)=[CH:31][N:30]3[CH:32]=2)=[CH:36][CH:37]=1)#[N:40], predict the reactants needed to synthesize it. (2) Given the product [CH2:25]([O:27][C:28]([C:30]1([C:33]2[CH:38]=[CH:37][C:36]([C:2]3[CH:7]=[CH:6][C:5]([C:8]4[O:12][N:11]=[C:10]([CH3:13])[C:9]=4[CH:14]([OH:24])[CH2:15][CH2:16][CH2:17][C:18]4[CH:23]=[CH:22][CH:21]=[CH:20][CH:19]=4)=[CH:4][CH:3]=3)=[CH:35][CH:34]=2)[CH2:31][CH2:32]1)=[O:29])[CH3:26], predict the reactants needed to synthesize it. The reactants are: Br[C:2]1[CH:7]=[CH:6][C:5]([C:8]2[O:12][N:11]=[C:10]([CH3:13])[C:9]=2[CH:14]([OH:24])[CH2:15][CH2:16][CH2:17][C:18]2[CH:23]=[CH:22][CH:21]=[CH:20][CH:19]=2)=[CH:4][CH:3]=1.[CH2:25]([O:27][C:28]([C:30]1([C:33]2[CH:38]=[CH:37][C:36](B3OC(C)(C)C(C)(C)O3)=[CH:35][CH:34]=2)[CH2:32][CH2:31]1)=[O:29])[CH3:26].